Regression/Classification. Given a drug SMILES string, predict its absorption, distribution, metabolism, or excretion properties. Task type varies by dataset: regression for continuous measurements (e.g., permeability, clearance, half-life) or binary classification for categorical outcomes (e.g., BBB penetration, CYP inhibition). Dataset: rlm. From a dataset of Rat liver microsome stability data. (1) The drug is CC[C@]1(C(=O)N2CC[C@](c3ccc(C(F)(C(F)(F)F)C(F)(F)F)cc3)(S(=O)(=O)c3ccc(F)cc3)C2)CC[C@H](C(=O)O)CC1. The result is 0 (unstable in rat liver microsomes). (2) The molecule is COc1cccc(NS(=O)(=O)c2ccc(C)cc2)c1C(=O)Nc1nc(-c2ccccc2)cs1. The result is 1 (stable in rat liver microsomes). (3) The drug is Cc1ccc(C(=O)Nc2cc(C(=O)O)cc(-c3ccc(C4CCNCC4)cc3)c2)cc1. The result is 0 (unstable in rat liver microsomes). (4) The drug is O=C(NCCCCc1ccccc1)C1CCN(c2nc(-c3ccc(Br)cc3)cs2)CC1. The result is 1 (stable in rat liver microsomes).